Dataset: Catalyst prediction with 721,799 reactions and 888 catalyst types from USPTO. Task: Predict which catalyst facilitates the given reaction. (1) Reactant: [O:1]=[C:2]1[N:10]([CH2:11][C:12]([OH:14])=[O:13])[C:5]2[CH:6]=[N:7][CH:8]=[CH:9][C:4]=2[N:3]1[CH:15]1[CH2:20][CH2:19][NH:18][CH2:17][CH2:16]1.[Cl:21][C:22]1[CH:27]=[C:26]([F:28])[CH:25]=[CH:24][C:23]=1[S:29](Cl)(=[O:31])=[O:30]. Product: [Cl:21][C:22]1[CH:27]=[C:26]([F:28])[CH:25]=[CH:24][C:23]=1[S:29]([N:18]1[CH2:19][CH2:20][CH:15]([N:3]2[C:4]3[CH:9]=[CH:8][N:7]=[CH:6][C:5]=3[N:10]([CH2:11][C:12]([OH:14])=[O:13])[C:2]2=[O:1])[CH2:16][CH2:17]1)(=[O:31])=[O:30]. The catalyst class is: 20. (2) Product: [CH3:14][O:15][C:16]1[CH:17]=[C:18]([NH:19][C:11](=[NH:12])[CH2:10][C:9]([C:5]2[CH:6]=[CH:7][CH:8]=[C:3]([O:2][CH3:1])[CH:4]=2)=[O:13])[CH:20]=[CH:21][C:22]=1[O:23][CH3:24]. Reactant: [CH3:1][O:2][C:3]1[CH:4]=[C:5]([C:9](=[O:13])[CH2:10][C:11]#[N:12])[CH:6]=[CH:7][CH:8]=1.[CH3:14][O:15][C:16]1[CH:17]=[C:18]([CH:20]=[CH:21][C:22]=1[O:23][CH3:24])[NH2:19]. The catalyst class is: 8. (3) Reactant: [Cl:1][C:2]1[CH:3]=[CH:4][C:5]([O:19][CH3:20])=[C:6]([CH:18]=1)[C:7]([NH:9][CH2:10][CH2:11][C:12]1[CH:17]=[CH:16][CH:15]=[CH:14][CH:13]=1)=[O:8].[Cl:21][S:22](O)(=[O:24])=[O:23]. Product: [Cl:1][C:2]1[CH:3]=[CH:4][C:5]([O:19][CH3:20])=[C:6]([C:7]([NH:9][CH2:10][CH2:11][C:12]2[CH:13]=[CH:14][C:15]([S:22]([Cl:21])(=[O:24])=[O:23])=[CH:16][CH:17]=2)=[O:8])[CH:18]=1. The catalyst class is: 2.